From a dataset of Catalyst prediction with 721,799 reactions and 888 catalyst types from USPTO. Predict which catalyst facilitates the given reaction. (1) Reactant: [F:1][C:2]1[CH:9]=[CH:8][C:7]([CH2:10][CH:11]=[O:12])=[CH:6][C:3]=1[C:4]#[N:5]. Product: [F:1][C:2]1[CH:9]=[CH:8][C:7]([CH2:10][CH2:11][OH:12])=[CH:6][C:3]=1[C:4]#[N:5]. The catalyst class is: 5. (2) Reactant: [ClH:1].C([O:9][C:10]1[CH:19]=[C:18]2[C:13]([C:14]([N:21]3[CH2:25][CH2:24][C@H:23]([O:26][CH2:27][CH3:28])[CH2:22]3)=[CH:15][C:16]([CH3:20])=[N:17]2)=[CH:12][CH:11]=1)C1C=CC=CC=1. Product: [ClH:1].[CH2:27]([O:26][C@H:23]1[CH2:24][CH2:25][N:21]([C:14]2[C:13]3[C:18](=[CH:19][C:10]([OH:9])=[CH:11][CH:12]=3)[N:17]=[C:16]([CH3:20])[CH:15]=2)[CH2:22]1)[CH3:28]. The catalyst class is: 19.